This data is from Forward reaction prediction with 1.9M reactions from USPTO patents (1976-2016). The task is: Predict the product of the given reaction. (1) Given the reactants [O:1]1[C:6]2=[CH:7][N:8]=[C:9]([CH2:11][OH:12])[CH:10]=[C:5]2[CH2:4][CH2:3][CH2:2]1, predict the reaction product. The product is: [O:1]1[C:6]2=[CH:7][N:8]=[C:9]([CH:11]=[O:12])[CH:10]=[C:5]2[CH2:4][CH2:3][CH2:2]1. (2) Given the reactants [F:1][C:2]1[C:3]([O:22][CH3:23])=[CH:4][C:5]([CH2:17][C:18]([F:21])([F:20])[F:19])=[C:6](B2OC(C)(C)C(C)(C)O2)[CH:7]=1.Cl[C:25]1[N:30]=[CH:29][C:28]2[CH:31]=[N:32][N:33]([CH2:34][O:35][CH2:36][CH2:37][Si:38]([CH3:41])([CH3:40])[CH3:39])[C:27]=2[CH:26]=1, predict the reaction product. The product is: [F:1][C:2]1[C:3]([O:22][CH3:23])=[CH:4][C:5]([CH2:17][C:18]([F:19])([F:20])[F:21])=[C:6]([C:25]2[N:30]=[CH:29][C:28]3[CH:31]=[N:32][N:33]([CH2:34][O:35][CH2:36][CH2:37][Si:38]([CH3:41])([CH3:40])[CH3:39])[C:27]=3[CH:26]=2)[CH:7]=1. (3) Given the reactants Cl[C:2]1[C:11]2[C:6](=[C:7]([Cl:12])[CH:8]=[CH:9][CH:10]=2)[N:5]=[C:4]([C:13]([F:22])([F:21])[C:14]2[CH:19]=[CH:18][C:17]([F:20])=[CH:16][N:15]=2)[N:3]=1.[NH2:23][C:24]1[CH:28]=[C:27]([CH3:29])[N:26](C(OC(C)(C)C)=O)[N:25]=1.CC(O)=O, predict the reaction product. The product is: [Cl:12][C:7]1[CH:8]=[CH:9][CH:10]=[C:11]2[C:6]=1[N:5]=[C:4]([C:13]([F:22])([F:21])[C:14]1[CH:19]=[CH:18][C:17]([F:20])=[CH:16][N:15]=1)[N:3]=[C:2]2[NH:23][C:24]1[CH:28]=[C:27]([CH3:29])[NH:26][N:25]=1. (4) Given the reactants [OH-].[Na+].[C:3](#[N:6])[CH:4]=[CH2:5].[CH2:7]([OH:12])[CH:8]([OH:11])[CH2:9][OH:10], predict the reaction product. The product is: [C:3]([CH2:4][CH2:5][O:12][CH2:7][CH:8]([O:11][CH2:5][CH2:4][C:3]#[N:6])[CH2:9][O:10][CH2:5][CH2:4][C:3]#[N:6])#[N:6].